From a dataset of NCI-60 drug combinations with 297,098 pairs across 59 cell lines. Regression. Given two drug SMILES strings and cell line genomic features, predict the synergy score measuring deviation from expected non-interaction effect. (1) Drug 1: CC1=C(N=C(N=C1N)C(CC(=O)N)NCC(C(=O)N)N)C(=O)NC(C(C2=CN=CN2)OC3C(C(C(C(O3)CO)O)O)OC4C(C(C(C(O4)CO)O)OC(=O)N)O)C(=O)NC(C)C(C(C)C(=O)NC(C(C)O)C(=O)NCCC5=NC(=CS5)C6=NC(=CS6)C(=O)NCCC[S+](C)C)O. Drug 2: COC1=C2C(=CC3=C1OC=C3)C=CC(=O)O2. Cell line: SF-268. Synergy scores: CSS=37.5, Synergy_ZIP=3.00, Synergy_Bliss=3.06, Synergy_Loewe=-12.9, Synergy_HSA=2.24. (2) Drug 1: C1CCC(CC1)NC(=O)N(CCCl)N=O. Drug 2: CC1=C(C=C(C=C1)C(=O)NC2=CC(=CC(=C2)C(F)(F)F)N3C=C(N=C3)C)NC4=NC=CC(=N4)C5=CN=CC=C5. Cell line: UO-31. Synergy scores: CSS=6.50, Synergy_ZIP=-2.56, Synergy_Bliss=-1.96, Synergy_Loewe=-1.41, Synergy_HSA=-1.54. (3) Drug 1: CC(C1=C(C=CC(=C1Cl)F)Cl)OC2=C(N=CC(=C2)C3=CN(N=C3)C4CCNCC4)N. Drug 2: CC1C(C(CC(O1)OC2CC(OC(C2O)C)OC3=CC4=CC5=C(C(=O)C(C(C5)C(C(=O)C(C(C)O)O)OC)OC6CC(C(C(O6)C)O)OC7CC(C(C(O7)C)O)OC8CC(C(C(O8)C)O)(C)O)C(=C4C(=C3C)O)O)O)O. Cell line: COLO 205. Synergy scores: CSS=46.8, Synergy_ZIP=25.8, Synergy_Bliss=31.9, Synergy_Loewe=27.8, Synergy_HSA=27.5.